From a dataset of Forward reaction prediction with 1.9M reactions from USPTO patents (1976-2016). Predict the product of the given reaction. (1) The product is: [CH3:20][O:19][C:15]1[CH:14]=[C:5]([CH:4]=[C:3]([O:2][CH3:1])[C:16]=1[O:17][CH3:18])[CH2:6][NH:7][CH2:8][CH:9]([O:10][CH3:11])[O:12][CH3:13]. Given the reactants [CH3:1][O:2][C:3]1[CH:4]=[C:5]([CH:14]=[C:15]([O:19][CH3:20])[C:16]=1[O:17][CH3:18])[CH:6]=[N:7][CH2:8][CH:9]([O:12][CH3:13])[O:10][CH3:11].[BH4-].[Na+], predict the reaction product. (2) Given the reactants [CH:1]1([CH2:7][O:8][C:9]2[C:10]3[N:11]([C:15]([C:19]([OH:21])=O)=[C:16]([CH3:18])[N:17]=3)[CH:12]=[CH:13][CH:14]=2)[CH2:6][CH2:5][CH2:4][CH2:3][CH2:2]1.[CH:22]1([NH2:25])[CH2:24][CH2:23]1.ON1C2C=CC=CC=2N=N1.C(N(C(C)C)CC)(C)C.N=C=N.C([NH+](CC)CC)C.C(=O)([O-])[O-].[N-]=C=O, predict the reaction product. The product is: [CH:1]1([CH2:7][O:8][C:9]2[C:10]3[N:11]([C:15]([C:19]([NH:25][CH:22]4[CH2:24][CH2:23]4)=[O:21])=[C:16]([CH3:18])[N:17]=3)[CH:12]=[CH:13][CH:14]=2)[CH2:2][CH2:3][CH2:4][CH2:5][CH2:6]1. (3) Given the reactants [NH:1]1[C:5]2[CH2:6][CH2:7][CH2:8][CH2:9][C:4]=2[N:3]=[C:2]1[SH:10].[C:11]([O-])([O-])=O.[K+].[K+].CI, predict the reaction product. The product is: [CH3:11][S:10][C:2]1[NH:3][C:4]2[CH2:9][CH2:8][CH2:7][CH2:6][C:5]=2[N:1]=1. (4) Given the reactants [Cl-].O[NH3+:3].[C:4](=[O:7])([O-])[OH:5].[Na+].CS(C)=O.[CH2:13]([C:15]1[N:16]=[C:17]([CH2:46][CH2:47][CH3:48])[N:18]([CH2:31][C:32]2[CH:37]=[CH:36][C:35]([C:38]3[C:39]([C:44]#[N:45])=[CH:40][CH:41]=[CH:42][CH:43]=3)=[CH:34][CH:33]=2)[C:19](=[O:30])[C:20]=1[O:21][C:22]1[CH:27]=[CH:26][CH:25]=[C:24]([CH2:28][CH3:29])[CH:23]=1)[CH3:14], predict the reaction product. The product is: [CH2:13]([C:15]1[N:16]=[C:17]([CH2:46][CH2:47][CH3:48])[N:18]([CH2:31][C:32]2[CH:37]=[CH:36][C:35]([C:38]3[CH:43]=[CH:42][CH:41]=[CH:40][C:39]=3[C:44]3[NH:3][C:4](=[O:7])[O:5][N:45]=3)=[CH:34][CH:33]=2)[C:19](=[O:30])[C:20]=1[O:21][C:22]1[CH:27]=[CH:26][CH:25]=[C:24]([CH2:28][CH3:29])[CH:23]=1)[CH3:14]. (5) Given the reactants [NH2:1][C:2]1[S:3][CH:4]=[C:5]([CH2:7][C:8]([O:10][CH2:11][CH3:12])=[O:9])[N:6]=1.[Cl:13][C:14]1[CH:15]=[C:16]([S:20](Cl)(=[O:22])=[O:21])[CH:17]=[CH:18][CH:19]=1, predict the reaction product. The product is: [Cl:13][C:14]1[CH:15]=[C:16]([S:20]([NH:1][C:2]2[S:3][CH:4]=[C:5]([CH2:7][C:8]([O:10][CH2:11][CH3:12])=[O:9])[N:6]=2)(=[O:22])=[O:21])[CH:17]=[CH:18][CH:19]=1. (6) Given the reactants [C:1]1([CH2:7][CH2:8][CH2:9][CH2:10][C:11]([OH:13])=[O:12])[CH:6]=[CH:5][CH:4]=[CH:3][CH:2]=1.II.C(O[I:20](C1C=CC=CC=1)OC(=O)C)(=O)C.C(OC(=O)C)(=O)C.S(=O)(=O)(O)O, predict the reaction product. The product is: [I:20][C:4]1[CH:5]=[CH:6][C:1]([CH2:7][CH2:8][CH2:9][CH2:10][C:11]([OH:13])=[O:12])=[CH:2][CH:3]=1.